Predict the reaction yield, written as a fraction of the theoretical maximum amount of product (1.0 means a 100% yield; for example, 0.34 means a 34% yield). From a dataset of Reaction yield outcomes from USPTO patents with 853,638 reactions. (1) The reactants are [ClH:1].O1CCOCC1.[CH2:8]([NH:15][C:16]([C:18]1[O:22][C:21]([N:23]2[CH2:28][CH2:27][N:26](C(OC(C)(C)C)=O)[CH2:25][CH:24]2[CH2:36][O:37][C:38]2[CH:39]=[N:40][CH:41]=[CH:42][CH:43]=2)=[N:20][C:19]=1[CH3:44])=[O:17])[C:9]1[CH:14]=[CH:13][CH:12]=[CH:11][CH:10]=1. The catalyst is CO. The product is [ClH:1].[ClH:1].[ClH:1].[CH2:8]([NH:15][C:16]([C:18]1[O:22][C:21]([N:23]2[CH2:28][CH2:27][NH:26][CH2:25][CH:24]2[CH2:36][O:37][C:38]2[CH:39]=[N:40][CH:41]=[CH:42][CH:43]=2)=[N:20][C:19]=1[CH3:44])=[O:17])[C:9]1[CH:10]=[CH:11][CH:12]=[CH:13][CH:14]=1. The yield is 0.0300. (2) The reactants are Br[C:2]1[S:6][C:5]([NH:7][C:8]([NH:10][C:11]2[CH:16]=[CH:15][C:14]([CH3:17])=[CH:13][C:12]=2[C:18]([CH:20]2[CH2:24][CH2:23][CH2:22][CH2:21]2)=[O:19])=[O:9])=[N:4][CH:3]=1.[CH3:25][O:26][C:27](=[O:35])[CH:28]([NH:31][C:32](=[O:34])[CH3:33])[CH2:29][SH:30]. No catalyst specified. The product is [CH3:25][O:26][C:27](=[O:35])[CH:28]([NH:31][C:32](=[O:34])[CH3:33])[CH2:29][S:30][C:2]1[S:6][C:5]([NH:7][C:8]([NH:10][C:11]2[CH:16]=[CH:15][C:14]([CH3:17])=[CH:13][C:12]=2[C:18]([CH:20]2[CH2:24][CH2:23][CH2:22][CH2:21]2)=[O:19])=[O:9])=[N:4][CH:3]=1. The yield is 0.350. (3) The reactants are [F:1][C:2]1[CH:7]=[C:6]([N+:8]([O-:10])=[O:9])[C:5](F)=[CH:4][C:3]=1[O:12][CH3:13].[O:14]1[CH2:19][CH2:18][CH2:17][CH2:16][CH:15]1[O:20][CH2:21][CH2:22][O:23][CH:24]1[CH2:27][N:26]([C:28]2[CH:33]=[CH:32][C:31]([NH2:34])=[CH:30][CH:29]=2)[CH2:25]1.C(N(C(C)C)CC)(C)C.O. The catalyst is CN(C)C=O. The product is [F:1][C:2]1[C:3]([O:12][CH3:13])=[CH:4][C:5]([NH:34][C:31]2[CH:32]=[CH:33][C:28]([N:26]3[CH2:27][CH:24]([O:23][CH2:22][CH2:21][O:20][CH:15]4[CH2:16][CH2:17][CH2:18][CH2:19][O:14]4)[CH2:25]3)=[CH:29][CH:30]=2)=[C:6]([N+:8]([O-:10])=[O:9])[CH:7]=1. The yield is 0.870. (4) The reactants are [CH3:1][C:2]1([CH3:18])[C@@H:5]([C:6]2[N:10]=[CH:9][N:8]([CH:11]3[CH2:16][CH2:15][CH2:14][CH2:13][O:12]3)[N:7]=2)[CH2:4][C@H:3]1[NH2:17].Cl[C:20]1[C:25]([C:26]#[N:27])=[CH:24][N:23]=[C:22]([S:28][CH3:29])[N:21]=1.CCN(C(C)C)C(C)C. The catalyst is C(O)(C)C. The product is [CH3:1][C:2]1([CH3:18])[C@@H:5]([C:6]2[N:10]=[CH:9][N:8]([CH:11]3[CH2:16][CH2:15][CH2:14][CH2:13][O:12]3)[N:7]=2)[CH2:4][C@H:3]1[NH:17][C:20]1[C:25]([C:26]#[N:27])=[CH:24][N:23]=[C:22]([S:28][CH3:29])[N:21]=1. The yield is 0.650. (5) The reactants are [F:1][C:2]1[CH:3]=[C:4]([NH:15][C:16]([C@H:18]2[C:27]3[C:22](=[CH:23][C:24]([O:28][CH3:29])=[CH:25][CH:26]=3)[CH2:21][CH2:20][N:19]2C(OC(C)(C)C)=O)=[O:17])[CH:5]=[C:6]([F:14])[C:7]=1[C:8]([CH3:13])([CH3:12])[CH2:9][O:10][CH3:11].[ClH:37].C(OCC)(=O)C. The catalyst is C(OCC)(=O)C. The product is [ClH:37].[F:1][C:2]1[CH:3]=[C:4]([NH:15][C:16]([C@H:18]2[C:27]3[C:22](=[CH:23][C:24]([O:28][CH3:29])=[CH:25][CH:26]=3)[CH2:21][CH2:20][NH:19]2)=[O:17])[CH:5]=[C:6]([F:14])[C:7]=1[C:8]([CH3:12])([CH3:13])[CH2:9][O:10][CH3:11]. The yield is 1.00. (6) The reactants are [O:1]=[C:2]1[C:11]2[CH:12]=[CH:13][S:14][C:10]=2[C:9]2[CH:8]=[CH:7][C:6]([C:15]([O:17][CH3:18])=[O:16])=[CH:5][C:4]=2[NH:3]1.C1C(=O)N([Br:26])C(=O)C1.O.N. The catalyst is C(Cl)(Cl)Cl.C(O)(=O)C. The product is [Br:26][C:13]1[S:14][C:10]2[C:9]3[CH:8]=[CH:7][C:6]([C:15]([O:17][CH3:18])=[O:16])=[CH:5][C:4]=3[NH:3][C:2](=[O:1])[C:11]=2[CH:12]=1. The yield is 0.760. (7) The reactants are O=[C:2]([C:8]1[S:12][CH:11]=[N:10][CH:9]=1)[C:3]([O:5][CH2:6][CH3:7])=[O:4].C(O)C.C([O-])(=O)C.[Na+].Cl.[NH2:22][OH:23]. The catalyst is CCCCCC.C(OCC)(=O)C. The product is [OH:23][N:22]=[C:2]([C:8]1[S:12][CH:11]=[N:10][CH:9]=1)[C:3]([O:5][CH2:6][CH3:7])=[O:4]. The yield is 0.940. (8) The reactants are [CH3:1][N:2]([S:15]([C:18]1[S:19][CH:20]=[CH:21][CH:22]=1)(=[O:17])=[O:16])[C:3]1[CH:4]=[CH:5][CH:6]=[C:7]2[C:11]=1[NH:10][C:9]([C:12](O)=[O:13])=[CH:8]2.N1(O)C2C=CC=CC=2N=N1.Cl.CN(C)CCCN=C=NCC.[NH2:45][CH2:46][C:47]1([OH:60])[CH2:52][CH2:51][N:50]([CH2:53][C:54]2[CH:59]=[CH:58][CH:57]=[CH:56][CH:55]=2)[CH2:49][CH2:48]1.C(=O)([O-])O.[Na+]. The catalyst is CN(C)C=O. The product is [CH2:53]([N:50]1[CH2:49][CH2:48][C:47]([CH2:46][NH:45][C:12]([C:9]2[NH:10][C:11]3[C:7]([CH:8]=2)=[CH:6][CH:5]=[CH:4][C:3]=3[N:2]([CH3:1])[S:15]([C:18]2[S:19][CH:20]=[CH:21][CH:22]=2)(=[O:16])=[O:17])=[O:13])([OH:60])[CH2:52][CH2:51]1)[C:54]1[CH:55]=[CH:56][CH:57]=[CH:58][CH:59]=1. The yield is 0.760.